From a dataset of Full USPTO retrosynthesis dataset with 1.9M reactions from patents (1976-2016). Predict the reactants needed to synthesize the given product. (1) Given the product [CH3:1][O:2][C:3](=[O:21])[CH2:4][C:5]1[N:6]=[C:7]([C:10]2[CH:15]=[C:14]([C:16]([F:19])([F:18])[F:17])[CH:13]=[C:12]([CH:49]=[O:48])[CH:11]=2)[S:8][CH:9]=1, predict the reactants needed to synthesize it. The reactants are: [CH3:1][O:2][C:3](=[O:21])[CH2:4][C:5]1[N:6]=[C:7]([C:10]2[CH:15]=[C:14]([C:16]([F:19])([F:18])[F:17])[CH:13]=[C:12](Br)[CH:11]=2)[S:8][CH:9]=1.C=CC1C=CC=CC=1.[B-](F)(F)(F)F.CC([PH+](C(C)(C)C)C(C)(C)C)(C)C.[O:48]1CCOC[CH2:49]1. (2) Given the product [NH2:1][C:2]1[CH:7]=[CH:6][CH:5]=[CH:4][C:3]=1[S:8][CH2:10][C:11]1[CH:20]=[CH:19][CH:18]=[CH:17][C:12]=1[C:13]([O:15][CH3:16])=[O:14], predict the reactants needed to synthesize it. The reactants are: [NH2:1][C:2]1[CH:7]=[CH:6][CH:5]=[CH:4][C:3]=1[SH:8].Br[CH2:10][C:11]1[CH:20]=[CH:19][CH:18]=[CH:17][C:12]=1[C:13]([O:15][CH3:16])=[O:14].C([O-])([O-])=O.[K+].[K+]. (3) Given the product [CH3:1][N:2]1[CH2:7][CH2:6][N:5]([CH2:8][C:9]2[CH:14]=[CH:13][CH:12]=[CH:11][C:10]=2[C:15](=[O:17])/[CH:16]=[CH:18]/[C:20]2[N:25]=[C:24](/[CH:26]=[CH:27]/[C:28]([O:30][C:31]([CH3:34])([CH3:33])[CH3:32])=[O:29])[CH:23]=[CH:22][CH:21]=2)[CH2:4][CH2:3]1, predict the reactants needed to synthesize it. The reactants are: [CH3:1][N:2]1[CH2:7][CH2:6][N:5]([CH2:8][C:9]2[CH:14]=[CH:13][CH:12]=[CH:11][C:10]=2[C:15](=[O:17])[CH3:16])[CH2:4][CH2:3]1.[CH:18]([C:20]1[N:25]=[C:24](/[CH:26]=[CH:27]/[C:28]([O:30][C:31]([CH3:34])([CH3:33])[CH3:32])=[O:29])[CH:23]=[CH:22][CH:21]=1)=O.[OH-].[K+]. (4) Given the product [ClH:18].[Cl:19][C:14]1[CH:13]=[C:12]([C:5]([OH:8])([CH2:6][CH3:7])[CH:4]([CH3:9])[CH2:3][N:2]([CH3:10])[CH3:1])[CH:17]=[CH:16][C:15]=1[Cl:18], predict the reactants needed to synthesize it. The reactants are: [CH3:1][N:2]([CH3:10])[CH2:3][CH:4]([CH3:9])[C:5](=[O:8])[CH2:6][CH3:7].Br[C:12]1[CH:17]=[CH:16][C:15]([Cl:18])=[C:14]([Cl:19])[CH:13]=1.[Mg]. (5) Given the product [CH:34]1([CH2:33][NH:39][C:2]2[CH:7]=[CH:6][C:5]([S:8]([C:11]([F:14])([F:13])[F:12])(=[O:10])=[O:9])=[CH:4][C:3]=2[N+:15]([O-:17])=[O:16])[CH2:30][CH2:35]1, predict the reactants needed to synthesize it. The reactants are: Cl[C:2]1[CH:7]=[CH:6][C:5]([S:8]([C:11]([F:14])([F:13])[F:12])(=[O:10])=[O:9])=[CH:4][C:3]=1[N+:15]([O-:17])=[O:16].CC1C=C(Br)C=CC=1S(N[C:30]1[CH:35]=[C:34]2N(C)C([N:39](C)[C:33]2=CC=1OC)=O)(=O)=O.Cl[C:34]1[CH:35]=[CH:30]C(S(C(C)C)(=O)=O)=C[C:33]=1[N+:39]([O-])=O. (6) Given the product [NH2:17][CH:16]([CH2:21][C:22]1[CH:27]=[CH:26][CH:25]=[C:24]([O:28][C:29]([F:33])([F:34])[CH:30]([F:31])[F:32])[CH:23]=1)[CH:15]([C:11]1[CH:12]=[CH:13][CH:14]=[C:9]([O:8][CH2:1][C:2]2[CH:3]=[CH:4][CH:5]=[CH:6][CH:7]=2)[CH:10]=1)[OH:19], predict the reactants needed to synthesize it. The reactants are: [CH2:1]([O:8][C:9]1[CH:10]=[C:11]([CH:15]2[O:19]C(=O)[NH:17][CH:16]2[CH2:21][C:22]2[CH:27]=[CH:26][CH:25]=[C:24]([O:28][C:29]([F:34])([F:33])[CH:30]([F:32])[F:31])[CH:23]=2)[CH:12]=[CH:13][CH:14]=1)[C:2]1[CH:7]=[CH:6][CH:5]=[CH:4][CH:3]=1.[OH-].[Na+]. (7) Given the product [ClH:48].[CH:30]1([C:27]2[CH:28]=[CH:29][C:24]([CH2:23][O:22][C:18]3[CH:17]=[C:16]4[C:21](=[CH:20][CH:19]=3)[N:13]([C:11](=[O:12])[CH2:10][NH:9][CH2:8][CH2:7][C:6]([OH:47])=[O:5])[CH2:14][CH2:15]4)=[CH:25][C:26]=2[C:36]([F:39])([F:37])[F:38])[CH2:35][CH2:34][CH2:33][CH2:32][CH2:31]1, predict the reactants needed to synthesize it. The reactants are: C([O:5][C:6](=[O:47])[CH2:7][CH2:8][N:9](C(OC(C)(C)C)=O)[CH2:10][C:11]([N:13]1[C:21]2[C:16](=[CH:17][C:18]([O:22][CH2:23][C:24]3[CH:29]=[CH:28][C:27]([CH:30]4[CH2:35][CH2:34][CH2:33][CH2:32][CH2:31]4)=[C:26]([C:36]([F:39])([F:38])[F:37])[CH:25]=3)=[CH:19][CH:20]=2)[CH2:15][CH2:14]1)=[O:12])(C)(C)C.[ClH:48].O1CCOCC1. (8) Given the product [CH3:30][N:31]([CH2:42][C:43]1[N:47]([CH2:48][C@H:49]2[CH2:54][CH2:53][CH2:52][N:51]([CH3:55])[CH2:50]2)[C:46]2[CH:56]=[CH:57][CH:58]=[CH:59][C:45]=2[N:44]=1)[C@H:32]1[C:41]2[N:40]=[CH:39][CH:38]=[CH:37][C:36]=2[CH2:35][CH2:34][CH2:33]1, predict the reactants needed to synthesize it. The reactants are: CN(CC1N(C[C@H]2CCCNC2)C2C=CC=CC=2N=1)[C@H]1C2N=CC=CC=2CCC1.[CH3:30][N:31]([CH2:42][C:43]1[N:47]([CH2:48][C@H:49]2[CH2:54][CH2:53][CH2:52][N:51]([CH3:55])[CH2:50]2)[C:46]2[CH:56]=[CH:57][CH:58]=[CH:59][C:45]=2[N:44]=1)[C@@H:32]1[C:41]2[N:40]=[CH:39][CH:38]=[CH:37][C:36]=2[CH2:35][CH2:34][CH2:33]1. (9) Given the product [CH3:1][N:2]1[C:11](=[O:12])[C:10]2[N:9]([CH2:13][C:14]3[CH:19]=[CH:18][CH:17]=[CH:16][CH:15]=3)[C:8]([N:20]3[CH2:25][CH2:24][CH2:23][CH:22]([NH2:26])[CH2:21]3)=[N:7][C:6]=2[NH:5][C:3]1=[O:4], predict the reactants needed to synthesize it. The reactants are: [CH3:1][N:2]1[C:11](=[O:12])[C:10]2[N:9]([CH2:13][C:14]3[CH:19]=[CH:18][CH:17]=[CH:16][CH:15]=3)[C:8]([N:20]3[CH2:25][CH2:24][CH2:23][CH:22]([NH2:26])[CH2:21]3)=[N:7][C:6]=2[N:5](COCC[Si](C)(C)C)[C:3]1=[O:4].FC(F)(F)C(O)=O. (10) Given the product [C:27]([OH:28])(=[O:3])/[CH:25]=[CH:26]\[C:33]([OH:32])=[O:37].[C:13]1([C:19]2[S:23][C:22]3=[N:24][C:25]([CH2:27][N:29]4[CH2:34][CH2:33][O:32][CH2:31][CH2:30]4)=[CH:26][N:21]3[CH:20]=2)[CH:14]=[CH:15][CH:16]=[CH:17][CH:18]=1, predict the reactants needed to synthesize it. The reactants are: CS(Cl)(=O)=[O:3].C(N(CC)CC)C.[C:13]1([C:19]2[S:23][C:22]3=[N:24][C:25]([CH2:27][OH:28])=[CH:26][N:21]3[CH:20]=2)[CH:18]=[CH:17][CH:16]=[CH:15][CH:14]=1.[NH:29]1[CH2:34][CH2:33][O:32][CH2:31][CH2:30]1.[Cl-].[Na+].[OH2:37].